This data is from Reaction yield outcomes from USPTO patents with 853,638 reactions. The task is: Predict the reaction yield, written as a fraction of the theoretical maximum amount of product (1.0 means a 100% yield; for example, 0.34 means a 34% yield). The reactants are [Br:1][C:2]1[CH:3]=[C:4]([CH:10]=[N:11]O)[S:5][C:6]=1[N+:7]([O-:9])=[O:8].C(OC(=O)C)(=O)C. The catalyst is C(Cl)Cl. The product is [Br:1][C:2]1[CH:3]=[C:4]([C:10]#[N:11])[S:5][C:6]=1[N+:7]([O-:9])=[O:8]. The yield is 0.850.